The task is: Predict the reactants needed to synthesize the given product.. This data is from Retrosynthesis with 50K atom-mapped reactions and 10 reaction types from USPTO. (1) Given the product Cc1ccc(N)cc1-c1ccc(CN2CCOCC2)nc1, predict the reactants needed to synthesize it. The reactants are: Brc1ccc(CN2CCOCC2)nc1.Cc1ccc(N)cc1B1OC(C)(C)C(C)(C)O1. (2) Given the product Oc1ccc(-n2c(-c3sccc3Br)nc3ccccc32)cc1, predict the reactants needed to synthesize it. The reactants are: COc1ccc(-n2c(-c3sccc3Br)nc3ccccc32)cc1. (3) Given the product Nc1ccccc1S(=O)(=O)NC1CCCCC1, predict the reactants needed to synthesize it. The reactants are: O=[N+]([O-])c1ccccc1S(=O)(=O)NC1CCCCC1. (4) The reactants are: CCCCCCCCCOc1cc(OCCCCCCCCC)cc(C(=O)OC)c1. Given the product CCCCCCCCCOc1cc(CO)cc(OCCCCCCCCC)c1, predict the reactants needed to synthesize it. (5) The reactants are: O=Cc1c(Cl)cccc1Br.OB(O)c1ccncc1. Given the product O=Cc1c(Cl)cccc1-c1ccncc1, predict the reactants needed to synthesize it. (6) Given the product FCCOc1cccc(CBr)c1, predict the reactants needed to synthesize it. The reactants are: BrC(Br)(Br)Br.OCc1cccc(OCCF)c1. (7) Given the product CCOC(=O)c1cnc2c(OC)cccc2c1NC1CCCCC1, predict the reactants needed to synthesize it. The reactants are: CCOC(=O)c1cnc2c(OC)cccc2c1Cl.NC1CCCCC1.